The task is: Predict the product of the given reaction.. This data is from Forward reaction prediction with 1.9M reactions from USPTO patents (1976-2016). (1) Given the reactants [F:1][C:2]1[CH:7]=[C:6]([C:8]([F:11])([F:10])[F:9])[CH:5]=[CH:4][C:3]=1[CH:12]1[CH2:17][C:16](=[O:18])[NH:15][C:14]([CH3:19])=[C:13]1[C:20]([O:22]C)=[O:21], predict the reaction product. The product is: [F:1][C:2]1[CH:7]=[C:6]([C:8]([F:9])([F:11])[F:10])[CH:5]=[CH:4][C:3]=1[CH:12]1[CH2:17][C:16](=[O:18])[NH:15][C:14]([CH3:19])=[C:13]1[C:20]([OH:22])=[O:21]. (2) Given the reactants [CH3:1][C:2]1[CH:39]=[CH:38][C:5]([C:6]([O:8][C@H:9]2[CH2:13][C@H:12]([N:14]3[C:18]4[N:19]=[C:20]([F:26])[N:21]=[C:22]([N:23]=[N+]=[N-])[C:17]=4[CH:16]=[CH:15]3)[O:11][C@@H:10]2[CH2:27][O:28][C:29](=[O:37])[C:30]2[CH:35]=[CH:34][C:33]([CH3:36])=[CH:32][CH:31]=2)=[O:7])=[CH:4][CH:3]=1.C(S)CCS.C(N(CC)CC)C, predict the reaction product. The product is: [CH3:1][C:2]1[CH:3]=[CH:4][C:5]([C:6]([O:8][C@H:9]2[CH2:13][C@H:12]([N:14]3[C:18]4[N:19]=[C:20]([F:26])[N:21]=[C:22]([NH2:23])[C:17]=4[CH:16]=[CH:15]3)[O:11][C@@H:10]2[CH2:27][O:28][C:29](=[O:37])[C:30]2[CH:31]=[CH:32][C:33]([CH3:36])=[CH:34][CH:35]=2)=[O:7])=[CH:38][CH:39]=1. (3) Given the reactants [F:1][C:2]1[CH:11]=[C:10]2[C:5]([C:6]([N:19]3[C:27]4[C:22](=[N:23][CH:24]=[C:25]([N:28]5[CH2:33][CH2:32][O:31][CH2:30][CH2:29]5)[CH:26]=4)[C:21]4([CH2:38][CH2:37][O:36][CH2:35][CH2:34]4)[CH2:20]3)=[C:7]([CH3:18])[C:8]([C:12]3[CH:17]=[CH:16][CH:15]=[CH:14][N:13]=3)=[N:9]2)=[CH:4][CH:3]=1.[Br:39]N1C(=O)CCC1=O, predict the reaction product. The product is: [Br:39][C:24]1[N:23]=[C:22]2[C:21]3([CH2:38][CH2:37][O:36][CH2:35][CH2:34]3)[CH2:20][N:19]([C:6]3[C:5]4[C:10](=[CH:11][C:2]([F:1])=[CH:3][CH:4]=4)[N:9]=[C:8]([C:12]4[CH:17]=[CH:16][CH:15]=[CH:14][N:13]=4)[C:7]=3[CH3:18])[C:27]2=[CH:26][C:25]=1[N:28]1[CH2:29][CH2:30][O:31][CH2:32][CH2:33]1.